Dataset: Reaction yield outcomes from USPTO patents with 853,638 reactions. Task: Predict the reaction yield, written as a fraction of the theoretical maximum amount of product (1.0 means a 100% yield; for example, 0.34 means a 34% yield). (1) The reactants are [NH:1]([C:3]1[N:4]=[C:5]2[CH:11]=[CH:10][N:9]([S:12]([C:15]3[CH:21]=[CH:20][C:18]([CH3:19])=[CH:17][CH:16]=3)(=[O:14])=[O:13])[C:6]2=[N:7][CH:8]=1)[NH2:2].[CH2:22]([CH:24]1[CH2:32][C:27]2([O:31][CH2:30][CH2:29][O:28]2)[CH2:26][CH:25]1[C:33](O)=[O:34])[CH3:23].CN(C(ON1N=NC2C=CC=NC1=2)=[N+](C)C)C.F[P-](F)(F)(F)(F)F. The catalyst is C(Cl)Cl. The product is [CH2:22]([CH:24]1[CH2:32][C:27]2([O:28][CH2:29][CH2:30][O:31]2)[CH2:26][CH:25]1[C:33]([NH:2][NH:1][C:3]1[N:4]=[C:5]2[CH:11]=[CH:10][N:9]([S:12]([C:15]3[CH:21]=[CH:20][C:18]([CH3:19])=[CH:17][CH:16]=3)(=[O:13])=[O:14])[C:6]2=[N:7][CH:8]=1)=[O:34])[CH3:23]. The yield is 0.890. (2) The reactants are [CH3:13][C:12]([O:11][C:9](O[C:9]([O:11][C:12]([CH3:15])([CH3:14])[CH3:13])=[O:10])=[O:10])([CH3:15])[CH3:14].[N+:16]([C:19]1[CH:20]=[CH:21][C:22]([O:30][C:31]2[CH:36]=[CH:35][C:34]([O:37][C:38]([F:41])([F:40])[F:39])=[CH:33][CH:32]=2)=[C:23]([CH:25]2[CH2:29][CH2:28][CH2:27][NH:26]2)[CH:24]=1)([O-:18])=[O:17]. The catalyst is C(Cl)Cl. The product is [N+:16]([C:19]1[CH:20]=[CH:21][C:22]([O:30][C:31]2[CH:36]=[CH:35][C:34]([O:37][C:38]([F:41])([F:39])[F:40])=[CH:33][CH:32]=2)=[C:23]([CH:25]2[CH2:29][CH2:28][CH2:27][N:26]2[C:9]([O:11][C:12]([CH3:13])([CH3:14])[CH3:15])=[O:10])[CH:24]=1)([O-:18])=[O:17]. The yield is 0.640. (3) The reactants are C([Si](C)(C)[O:6][CH:7]1[CH:12]([O:13][Si](C(C)(C)C)(C)C)[CH2:11][CH2:10][N:9]([CH2:21][CH2:22][CH2:23][CH2:24][N:25]2[C:31](=[O:32])[CH2:30][CH2:29][N:28]([C:33](=[O:44])/[CH:34]=[CH:35]/[C:36]3[CH:41]=[CH:40][C:39]([Cl:42])=[C:38]([Cl:43])[CH:37]=3)[CH2:27][CH2:26]2)[CH2:8]1)(C)(C)C.Cl. The catalyst is CO.O1CCOCC1. The product is [ClH:42].[Cl:43][C:38]1[CH:37]=[C:36](/[CH:35]=[CH:34]/[C:33]([N:28]2[CH2:29][CH2:30][C:31](=[O:32])[N:25]([CH2:24][CH2:23][CH2:22][CH2:21][N:9]3[CH2:10][CH2:11][CH:12]([OH:13])[CH:7]([OH:6])[CH2:8]3)[CH2:26][CH2:27]2)=[O:44])[CH:41]=[CH:40][C:39]=1[Cl:42]. The yield is 0.730. (4) The reactants are [NH2:1][C:2]1[C:3]2[N:4]([CH:18]=[CH:19][N:20]=2)[CH:5]=[C:6]([C:10]2[CH:15]=[CH:14][C:13]([Cl:16])=[CH:12][C:11]=2[Cl:17])[C:7]=1[C:8]#[N:9].B.C1COCC1.Cl.CO. The catalyst is C1COCC1.O1CCOCC1. The product is [NH2:9][CH2:8][C:7]1[C:6]([C:10]2[CH:15]=[CH:14][C:13]([Cl:16])=[CH:12][C:11]=2[Cl:17])=[CH:5][N:4]2[CH:18]=[CH:19][N:20]=[C:3]2[C:2]=1[NH2:1]. The yield is 0.620. (5) The yield is 0.350. The product is [CH3:1][O:2][C:3]([C:5]1[CH:6]=[CH:7][C:8]([CH:9]=[C:38]2[CH2:43][CH2:42][N:41]([C:44]([O:46][C:47]([CH3:50])([CH3:49])[CH3:48])=[O:45])[CH2:40][CH2:39]2)=[CH:18][CH:19]=1)=[O:4]. The reactants are [CH3:1][O:2][C:3]([C:5]1[CH:19]=[CH:18][C:8]([CH2:9]P(=O)(OCC)OCC)=[CH:7][CH:6]=1)=[O:4].C1OCCOCCOCCOCCOC1.[H-].[Na+].O=[C:38]1[CH2:43][CH2:42][N:41]([C:44]([O:46][C:47]([CH3:50])([CH3:49])[CH3:48])=[O:45])[CH2:40][CH2:39]1. The catalyst is C1COCC1.